This data is from Forward reaction prediction with 1.9M reactions from USPTO patents (1976-2016). The task is: Predict the product of the given reaction. (1) Given the reactants [CH3:1][C:2]1[CH:16]=[CH:15][C:5]([CH2:6][C:7]2[O:11][N:10]=[C:9]([C:12]([OH:14])=O)[CH:8]=2)=[CH:4][CH:3]=1.[O:17]1[CH2:21][CH2:20][CH:19]([CH2:22][NH2:23])[CH2:18]1.C(N(CC)CC)C.ON1C2C=CC=CC=2N=N1.Cl.C(N=C=NCCCN(C)C)C, predict the reaction product. The product is: [O:17]1[CH2:21][CH2:20][CH:19]([CH2:22][NH:23][C:12]([C:9]2[CH:8]=[C:7]([CH2:6][C:5]3[CH:4]=[CH:3][C:2]([CH3:1])=[CH:16][CH:15]=3)[O:11][N:10]=2)=[O:14])[CH2:18]1. (2) Given the reactants Br[C:2]1[C:10]2[N:9]3[CH2:11][CH2:12][NH:13][C:14](=[O:15])[C:8]3=[C:7]([CH3:16])[C:6]=2[CH:5]=[C:4]([F:17])[CH:3]=1.[F:18][C:19]1[CH:24]=[CH:23][C:22](B(O)O)=[CH:21][CH:20]=1, predict the reaction product. The product is: [F:17][C:4]1[CH:3]=[C:2]([C:22]2[CH:23]=[CH:24][C:19]([F:18])=[CH:20][CH:21]=2)[C:10]2[N:9]3[CH2:11][CH2:12][NH:13][C:14](=[O:15])[C:8]3=[C:7]([CH3:16])[C:6]=2[CH:5]=1.